Dataset: Full USPTO retrosynthesis dataset with 1.9M reactions from patents (1976-2016). Task: Predict the reactants needed to synthesize the given product. (1) Given the product [C:1]([O:5][C:6](=[O:17])[NH:7][CH2:8][CH2:9][C:10]1[CH:15]=[CH:14][C:13]([O:16][C:21]2[CH:22]=[CH:23][CH:24]=[C:25]([C:27]#[N:28])[N:26]=2)=[CH:12][CH:11]=1)([CH3:4])([CH3:2])[CH3:3], predict the reactants needed to synthesize it. The reactants are: [C:1]([O:5][C:6](=[O:17])[NH:7][CH2:8][CH2:9][C:10]1[CH:15]=[CH:14][C:13]([OH:16])=[CH:12][CH:11]=1)([CH3:4])([CH3:3])[CH3:2].[H-].[Na+].Br[C:21]1[N:26]=[C:25]([C:27]#[N:28])[CH:24]=[CH:23][CH:22]=1. (2) Given the product [N+:1]([C:4]1[CH:12]=[CH:11][C:7]([C:8]([NH:18][C:19]2[S:20][CH:21]=[CH:22][N:23]=2)=[O:10])=[CH:6][C:5]=1[F:13])([O-:3])=[O:2], predict the reactants needed to synthesize it. The reactants are: [N+:1]([C:4]1[CH:12]=[CH:11][C:7]([C:8]([OH:10])=O)=[CH:6][C:5]=1[F:13])([O-:3])=[O:2].O=S(Cl)Cl.[NH2:18][C:19]1[S:20][CH:21]=[CH:22][N:23]=1.CCN(C(C)C)C(C)C. (3) Given the product [Cl:3][C:4]1[C:12]([C:13]2[C:21]3[C:20]([NH2:22])=[N:19][CH:18]=[N:17][C:16]=3[N:15]([CH3:23])[CH:14]=2)=[CH:11][CH:10]=[C:9]2[C:5]=1[CH2:6][CH2:7][N:8]2[C:39](=[O:40])[CH2:38][C:36]1[CH:35]=[CH:34][CH:33]=[C:32]([CH3:31])[N:37]=1, predict the reactants needed to synthesize it. The reactants are: Cl.Cl.[Cl:3][C:4]1[C:12]([C:13]2[C:21]3[C:20]([NH2:22])=[N:19][CH:18]=[N:17][C:16]=3[N:15]([CH3:23])[CH:14]=2)=[CH:11][CH:10]=[C:9]2[C:5]=1[CH2:6][CH2:7][NH:8]2.OC(C(F)(F)F)=O.[CH3:31][C:32]1[N:37]=[C:36]([CH2:38][C:39](O)=[O:40])[CH:35]=[CH:34][CH:33]=1.CN(C(ON1N=NC2C=CC=NC1=2)=[N+](C)C)C.F[P-](F)(F)(F)(F)F.CCN(C(C)C)C(C)C.